This data is from Reaction yield outcomes from USPTO patents with 853,638 reactions. The task is: Predict the reaction yield, written as a fraction of the theoretical maximum amount of product (1.0 means a 100% yield; for example, 0.34 means a 34% yield). The reactants are [Cl:1][C:2]1[C:7]([CH:8]=O)=[C:6]([Cl:10])[N:5]=[CH:4][N:3]=1.[NH2:11][OH:12].Cl.C([O-])(=O)C.[Na+]. The catalyst is C(OCC)(=O)C.O. The product is [Cl:1][C:2]1[C:7]([CH:8]=[N:11][OH:12])=[C:6]([Cl:10])[N:5]=[CH:4][N:3]=1. The yield is 0.770.